Dataset: Full USPTO retrosynthesis dataset with 1.9M reactions from patents (1976-2016). Task: Predict the reactants needed to synthesize the given product. Given the product [NH2:24][C:22]1[S:21][CH:20]=[C:19]([C:17]([NH:16][CH:13]2[CH2:14][CH2:15][N:10]([CH2:3][C:4]3[CH:9]=[CH:8][CH:7]=[CH:6][CH:5]=3)[CH2:11][CH2:12]2)=[O:18])[CH:23]=1, predict the reactants needed to synthesize it. The reactants are: [Cl-].[NH4+].[CH2:3]([N:10]1[CH2:15][CH2:14][CH:13]([NH:16][C:17]([C:19]2[CH:23]=[C:22]([N+:24]([O-])=O)[S:21][CH:20]=2)=[O:18])[CH2:12][CH2:11]1)[C:4]1[CH:9]=[CH:8][CH:7]=[CH:6][CH:5]=1.